Dataset: Full USPTO retrosynthesis dataset with 1.9M reactions from patents (1976-2016). Task: Predict the reactants needed to synthesize the given product. (1) The reactants are: [CH2:1]([O:8][C:9]([NH:11][C@@H:12]([C:16]12[CH2:25][CH:20]3[CH2:21][CH:22]([CH2:24][C:18](O)([CH2:19]3)[CH2:17]1)[CH2:23]2)[C:13]([OH:15])=O)=[O:10])[C:2]1[CH:7]=[CH:6][CH:5]=[CH:4][CH:3]=1.O[N:28]1[C:32]2[CH:33]=[CH:34][CH:35]=[CH:36][C:31]=2[N:30]=N1.C(N(CC)C(C)C)(C)C.C(OCC)(=[O:48])C. Given the product [C:32]([C@@H:33]1[CH2:34][C@H:35]2[C@H:31]([CH2:36]2)[N:30]1[C:13](=[O:15])[C@@H:12]([NH:11][C:9](=[O:10])[O:8][CH2:1][C:2]1[CH:3]=[CH:4][CH:5]=[CH:6][CH:7]=1)[C:16]12[CH2:25][CH:20]3[CH2:21][CH:22]([CH2:24][C:18]([OH:48])([CH2:19]3)[CH2:17]1)[CH2:23]2)#[N:28], predict the reactants needed to synthesize it. (2) Given the product [CH2:1]([C@H:3]1[CH2:5][C@@H:4]1[CH2:6][C:12]([OH:13])=[O:15])[CH3:2], predict the reactants needed to synthesize it. The reactants are: [CH2:1]([C@H:3]1[CH2:5][CH:4]1[C@H:6](O)C)[CH3:2].CN([CH:12]=[O:13])C.[Cr](O[Cr]([O-])(=O)=O)([O-])(=O)=[O:15].[NH+]1C=CC=CC=1.[NH+]1C=CC=CC=1.